Dataset: Full USPTO retrosynthesis dataset with 1.9M reactions from patents (1976-2016). Task: Predict the reactants needed to synthesize the given product. Given the product [CH2:16]([NH:18][C:19](=[O:32])[C:20]1[CH:21]=[CH:22][C:23]([N:26]2[CH2:27][CH2:28][N:29]([CH2:14][C:4]3[CH:3]=[C:2]([OH:1])[C:7]4[O:8][CH:9]([CH3:13])[C:10](=[O:12])[NH:11][C:6]=4[CH:5]=3)[CH2:30][CH2:31]2)=[CH:24][CH:25]=1)[CH3:17], predict the reactants needed to synthesize it. The reactants are: [OH:1][C:2]1[C:7]2[O:8][CH:9]([CH3:13])[C:10](=[O:12])[NH:11][C:6]=2[CH:5]=[C:4]([CH:14]=O)[CH:3]=1.[CH2:16]([NH:18][C:19](=[O:32])[C:20]1[CH:25]=[CH:24][C:23]([N:26]2[CH2:31][CH2:30][NH:29][CH2:28][CH2:27]2)=[CH:22][CH:21]=1)[CH3:17].